This data is from Full USPTO retrosynthesis dataset with 1.9M reactions from patents (1976-2016). The task is: Predict the reactants needed to synthesize the given product. (1) Given the product [Cl:32][C:26]1[CH:27]=[N:28][CH:29]=[C:30]([Cl:31])[C:25]=1[NH:24][C:18]1[C:17]2[C:22](=[C:13]([O:12][CH2:11][CH2:10][CH2:9][CH2:8][CH2:7][N:1]3[CH2:5][CH2:4][CH2:3][CH2:2]3)[C:14]([O:33][CH3:34])=[CH:15][CH:16]=2)[O:21][C:20](=[O:23])[CH:19]=1, predict the reactants needed to synthesize it. The reactants are: [NH:1]1[CH2:5][CH2:4][CH2:3][CH2:2]1.Br[CH2:7][CH2:8][CH2:9][CH2:10][CH2:11][O:12][C:13]1[C:14]([O:33][CH3:34])=[CH:15][CH:16]=[C:17]2[C:22]=1[O:21][C:20](=[O:23])[CH:19]=[C:18]2[NH:24][C:25]1[C:30]([Cl:31])=[CH:29][N:28]=[CH:27][C:26]=1[Cl:32]. (2) Given the product [C:1]([O:5][C:6](=[O:52])[NH:7][CH2:8][C:9]1[CH:10]=[CH:11][C:12]([C:15](=[O:51])[NH:16][C:17]2[CH:22]=[CH:21][C:20]([NH:23][C:24]3[N:29]4[N:30]=[CH:31][CH:32]=[C:28]4[CH:27]=[C:26]([C:33]4[CH:42]=[CH:41][C:40]5[C:35](=[CH:36][CH:37]=[C:38]([OH:43])[CH:39]=5)[CH:34]=4)[N:25]=3)=[CH:19][CH:18]=2)=[CH:13][CH:14]=1)([CH3:4])([CH3:2])[CH3:3], predict the reactants needed to synthesize it. The reactants are: [C:1]([O:5][C:6](=[O:52])[NH:7][CH2:8][C:9]1[CH:14]=[CH:13][C:12]([C:15](=[O:51])[NH:16][C:17]2[CH:22]=[CH:21][C:20]([NH:23][C:24]3[N:29]4[N:30]=[CH:31][CH:32]=[C:28]4[CH:27]=[C:26]([C:33]4[CH:42]=[CH:41][C:40]5[C:35](=[CH:36][CH:37]=[C:38]([O:43]CC6C=CC=CC=6)[CH:39]=5)[CH:34]=4)[N:25]=3)=[CH:19][CH:18]=2)=[CH:11][CH:10]=1)([CH3:4])([CH3:3])[CH3:2].